Dataset: Catalyst prediction with 721,799 reactions and 888 catalyst types from USPTO. Task: Predict which catalyst facilitates the given reaction. (1) Reactant: [Cl-].[Al+3].[Cl-].[Cl-].[CH3:5][C:6]1[CH:10]=[CH:9][S:8][C:7]=1[C:11]([O:13][CH3:14])=[O:12].Cl[C:16]([CH3:19])([CH3:18])[CH3:17]. Product: [C:16]([C:9]1[S:8][C:7]([C:11]([O:13][CH3:14])=[O:12])=[C:6]([CH3:5])[CH:10]=1)([CH3:19])([CH3:18])[CH3:17]. The catalyst class is: 2. (2) Reactant: [Cl:1][C:2]1[CH:3]=[C:4]([C:9]2([C:21]([F:24])([F:23])[F:22])[O:13][N:12]=[C:11]([C:14]3[CH:15]=[C:16]([CH:18]=[CH:19][CH:20]=3)[NH2:17])[CH2:10]2)[CH:5]=[C:6]([Cl:8])[CH:7]=1.[C:25]1([N:31]=[C:32]=[O:33])[CH:30]=[CH:29][CH:28]=[CH:27][CH:26]=1.C(=O)([O-])O.[Na+]. Product: [Cl:1][C:2]1[CH:3]=[C:4]([C:9]2([C:21]([F:22])([F:24])[F:23])[O:13][N:12]=[C:11]([C:14]3[CH:15]=[C:16]([NH:17][C:32]([NH:31][C:25]4[CH:30]=[CH:29][CH:28]=[CH:27][CH:26]=4)=[O:33])[CH:18]=[CH:19][CH:20]=3)[CH2:10]2)[CH:5]=[C:6]([Cl:8])[CH:7]=1. The catalyst class is: 7. (3) Reactant: [CH2:1]([O:8][CH:9]([CH3:14])[CH2:10][CH2:11][CH2:12][OH:13])[C:2]1[CH:7]=[CH:6][CH:5]=[CH:4][CH:3]=1.CC(C)=[O:17].OS(O)(=O)=O.O=[Cr](=O)=O.S([O-])([O-])=O.[Na+].[Na+]. Product: [CH2:1]([O:8][CH:9]([CH3:14])[CH2:10][CH2:11][C:12]([OH:17])=[O:13])[C:2]1[CH:7]=[CH:6][CH:5]=[CH:4][CH:3]=1. The catalyst class is: 21. (4) Reactant: [CH3:1][O:2][CH2:3][C@@H:4]1[N:10]([CH3:11])[CH2:9][C:8]2[CH:12]=[CH:13][C:14]([C:16]([O:18]C)=O)=[CH:15][C:7]=2[O:6][CH2:5]1.[NH2:20][OH:21].[OH-].[Na+]. Product: [OH:21][NH:20][C:16]([C:14]1[CH:13]=[CH:12][C:8]2[CH2:9][N:10]([CH3:11])[C@@H:4]([CH2:3][O:2][CH3:1])[CH2:5][O:6][C:7]=2[CH:15]=1)=[O:18]. The catalyst class is: 36. (5) Reactant: [CH3:1][C:2]1[C:3]([CH2:22][N:23]2[CH2:28][CH2:27][C@H:26]([O:29][CH3:30])[CH2:25][C@H:24]2[C:31]2C=CC(C#N)=CC=2)=[C:4]2[C:8](=[C:9]([CH3:11])[CH:10]=1)[N:7](S(C1C=CC(C)=CC=1)(=O)=O)[CH:6]=[CH:5]2.[OH-].[K+].[CH2:41](N)CC(C)C.[C:47](O)(=O)[CH2:48][C:49]([CH2:54][C:55](O)=O)([C:51]([OH:53])=[O:52])O.C[Si](C=[N+]=[N-])(C)C.CCOCC. Product: [CH3:1][C:2]1[C:3]([CH2:22][N:23]2[CH2:28][CH2:27][C@H:26]([O:29][CH3:30])[CH2:25][C@H:24]2[C:31]2[CH:47]=[CH:48][C:49]([C:51]([O:53][CH3:41])=[O:52])=[CH:54][CH:55]=2)=[C:4]2[C:8](=[C:9]([CH3:11])[CH:10]=1)[NH:7][CH:6]=[CH:5]2. The catalyst class is: 88. (6) Reactant: [N+:1]([C:4]1[CH:17]=[CH:16][C:7]([C:8]([N:10]2[CH:14]=[CH:13][NH:12][C:11]2=[O:15])=[O:9])=[CH:6][CH:5]=1)([O-])=O. Product: [NH2:1][C:4]1[CH:17]=[CH:16][C:7]([C:8]([N:10]2[CH:14]=[CH:13][NH:12][C:11]2=[O:15])=[O:9])=[CH:6][CH:5]=1. The catalyst class is: 19. (7) Reactant: [N+:1]([C:4]1[NH:8][N:7]=[C:6]([CH2:9]O)[CH:5]=1)([O-:3])=[O:2].O=S(Cl)[Cl:13]. Product: [Cl:13][CH2:9][C:6]1[CH:5]=[C:4]([N+:1]([O-:3])=[O:2])[NH:8][N:7]=1. The catalyst class is: 2. (8) Reactant: [CH3:1][O:2][C:3](=[O:28])[CH2:4][C@H:5]1[CH2:10][CH2:9][C@H:8]([O:11][CH:12]2[CH2:17][CH2:16][N:15](C(OCC3C=CC=CC=3)=O)[CH2:14][CH2:13]2)[CH2:7][CH2:6]1. Product: [NH:15]1[CH2:14][CH2:13][CH:12]([O:11][C@H:8]2[CH2:9][CH2:10][C@H:5]([CH2:4][C:3]([O:2][CH3:1])=[O:28])[CH2:6][CH2:7]2)[CH2:17][CH2:16]1. The catalyst class is: 19. (9) Reactant: [Cl:1][C:2]1[CH:7]=[CH:6][CH:5]=[C:4]([Cl:8])[C:3]=1[NH:9][C:10]1[CH:15]=[CH:14][CH:13]=[CH:12][C:11]=1[CH2:16][C:17]([OH:19])=[O:18].[C:20]([NH:27][CH2:28][CH2:29]O)([O:22][C:23]([CH3:26])([CH3:25])[CH3:24])=[O:21].C1CCC(N=C=NC2CCCCC2)CC1. Product: [C:23]([O:22][C:20]([NH:27][CH2:28][CH2:29][O:18][C:17](=[O:19])[CH2:16][C:11]1[CH:12]=[CH:13][CH:14]=[CH:15][C:10]=1[NH:9][C:3]1[C:2]([Cl:1])=[CH:7][CH:6]=[CH:5][C:4]=1[Cl:8])=[O:21])([CH3:26])([CH3:25])[CH3:24].[Cl:1][C:2]1[CH:7]=[CH:6][CH:5]=[C:4]([Cl:8])[C:3]=1[N:9]1[C:10]2[C:11](=[CH:12][CH:13]=[CH:14][CH:15]=2)[CH2:16][C:17]1=[O:19]. The catalyst class is: 64.